This data is from Full USPTO retrosynthesis dataset with 1.9M reactions from patents (1976-2016). The task is: Predict the reactants needed to synthesize the given product. (1) Given the product [F:30][C:20]([F:19])([F:29])[C@H:21]([NH:22][C:13]([C:11]1[CH:10]=[CH:9][CH:8]=[C:7]([CH2:6][C:5]2[CH:4]=[CH:3][C:2]([F:1])=[CH:17][CH:16]=2)[N:12]=1)=[O:15])[C:23]1[CH:28]=[CH:27][CH:26]=[CH:25][N:24]=1, predict the reactants needed to synthesize it. The reactants are: [F:1][C:2]1[CH:17]=[CH:16][C:5]([CH2:6][C:7]2[N:12]=[C:11]([C:13]([OH:15])=O)[CH:10]=[CH:9][CH:8]=2)=[CH:4][CH:3]=1.Cl.[F:19][C:20]([F:30])([F:29])[C@@H:21]([C:23]1[CH:28]=[CH:27][CH:26]=[CH:25][N:24]=1)[NH2:22]. (2) Given the product [CH3:1][CH2:2][C@@H:3]([C:51]([OH:53])=[O:52])[C@@H:4]1[O:9][C@@H:8]([C@H:10]([C@H:12]([OH:49])[C@@H:13]([C:15]([C@@H:17]([C@H:20]2[O:25][C@@:24]3([O:30][C@:29]4([O:34][C@@:33]([C@@H:36]5[O:41][C@@H:40]([CH3:42])[C@@:39]([OH:45])([CH2:43][CH3:44])[CH2:38][CH2:37]5)([CH3:35])[CH2:32][CH2:31]4)[C@H:28]([OH:46])[CH:27]=[CH:26]3)[C@H:23]([CH3:47])[CH2:22][C@@H:21]2[CH3:48])[CH2:18][CH3:19])=[O:16])[CH3:14])[CH3:11])[C@@H:7]([CH3:50])[CH2:6][CH2:5]1.[CH3:1][CH2:2][C@@H:3]([C:51]([O-:53])=[O:52])[C@@H:4]1[O:9][C@@H:8]([C@H:10]([C@H:12]([OH:49])[C@@H:13]([C:15]([C@@H:17]([C@H:20]2[O:25][C@@:24]3([O:30][C@:29]4([O:34][C@@:33]([C@@H:36]5[O:41][C@@H:40]([CH3:42])[C@@:39]([OH:45])([CH2:43][CH3:44])[CH2:38][CH2:37]5)([CH3:35])[CH2:32][CH2:31]4)[C@H:28]([OH:46])[CH:27]=[CH:26]3)[C@H:23]([CH3:47])[CH2:22][C@@H:21]2[CH3:48])[CH2:18][CH3:19])=[O:16])[CH3:14])[CH3:11])[C@@H:7]([CH3:50])[CH2:6][CH2:5]1.[Na+:54], predict the reactants needed to synthesize it. The reactants are: [CH3:1][CH2:2][C@@H:3]([C:51]([O-:53])=[O:52])[C@@H:4]1[O:9][C@@H:8]([C@H:10]([C@H:12]([OH:49])[C@@H:13]([C:15]([C@@H:17]([C@H:20]2[O:25][C@@:24]3([O:30][C@:29]4([O:34][C@@:33]([C@@H:36]5[O:41][C@@H:40]([CH3:42])[C@@:39]([OH:45])([CH2:43][CH3:44])[CH2:38][CH2:37]5)([CH3:35])[CH2:32][CH2:31]4)[C@H:28]([OH:46])[CH:27]=[CH:26]3)[C@H:23]([CH3:47])[CH2:22][C@@H:21]2[CH3:48])[CH2:18][CH3:19])=[O:16])[CH3:14])[CH3:11])[C@@H:7]([CH3:50])[CH2:6][CH2:5]1.[Na+:54].C(O)C.